From a dataset of Full USPTO retrosynthesis dataset with 1.9M reactions from patents (1976-2016). Predict the reactants needed to synthesize the given product. (1) Given the product [S:1]1[CH:5]=[CH:4][N:3]=[C:2]1[NH:6][C@@H:7]1[CH2:12][CH2:11][C@H:10]([C:13]([NH2:16])=[O:15])[CH2:9][CH2:8]1, predict the reactants needed to synthesize it. The reactants are: [S:1]1[CH:5]=[CH:4][N:3]=[C:2]1[NH:6][C@@H:7]1[CH2:12][CH2:11][C@H:10]([C:13]([OH:15])=O)[CH2:9][CH2:8]1.[NH3:16].C1COCC1. (2) The reactants are: [Cl:1][C:2]1[C:3]([CH:8]=O)=[N:4][NH:5][C:6]=1[CH3:7].[F:10][C:11]1[CH:16]=[CH:15][C:14]([C:17]2[NH:26][C:20]3=[N:21][CH:22]=[C:23]([NH2:25])[CH:24]=[C:19]3[CH:18]=2)=[CH:13][CH:12]=1.[BH4-].[Na+]. Given the product [Cl:1][C:2]1[C:3]([CH2:8][NH:25][C:23]2[CH:24]=[C:19]3[CH:18]=[C:17]([C:14]4[CH:13]=[CH:12][C:11]([F:10])=[CH:16][CH:15]=4)[NH:26][C:20]3=[N:21][CH:22]=2)=[N:4][NH:5][C:6]=1[CH3:7], predict the reactants needed to synthesize it. (3) Given the product [NH2:18][C:6]1[CH:7]=[C:8]([CH2:9][NH:10][C:11](=[O:17])[O:12][C:13]([CH3:15])([CH3:14])[CH3:16])[C:3]([O:2][CH3:1])=[N:4][CH:5]=1, predict the reactants needed to synthesize it. The reactants are: [CH3:1][O:2][C:3]1[C:8]([CH2:9][NH:10][C:11](=[O:17])[O:12][C:13]([CH3:16])([CH3:15])[CH3:14])=[CH:7][C:6]([N+:18]([O-])=O)=[CH:5][N:4]=1. (4) Given the product [CH2:11]([O:13][C:14]([C:15]1[CH:19]=[C:20]([C:21]2[CH:22]=[CH:23][CH:24]=[CH:25][CH:26]=2)[N:1]([C:2]2[CH:7]=[CH:6][CH:5]=[C:4]([C:8](=[O:10])[CH3:9])[CH:3]=2)[C:16]=1[CH3:17])=[O:28])[CH3:12], predict the reactants needed to synthesize it. The reactants are: [NH2:1][C:2]1[CH:3]=[C:4]([C:8](=[O:10])[CH3:9])[CH:5]=[CH:6][CH:7]=1.[CH2:11]([O:13][C:14](=[O:28])[CH:15]([CH2:19][C:20](=O)[C:21]1[CH:26]=[CH:25][CH:24]=[CH:23][CH:22]=1)[C:16](=O)[CH3:17])[CH3:12].CC1C=CC(S(O)(=O)=O)=CC=1. (5) Given the product [CH3:1][C:2]1[N:6]([C:7]2[CH:8]=[N:9][CH:10]=[CH:11][CH:12]=2)[N:5]=[CH:4][C:3]=1[C:13]([OH:15])=[O:14], predict the reactants needed to synthesize it. The reactants are: [CH3:1][C:2]1[N:6]([C:7]2[CH:8]=[N:9][CH:10]=[CH:11][CH:12]=2)[N:5]=[CH:4][C:3]=1[C:13]([O:15]CC)=[O:14].[OH-].[K+].O.